This data is from Full USPTO retrosynthesis dataset with 1.9M reactions from patents (1976-2016). The task is: Predict the reactants needed to synthesize the given product. (1) Given the product [CH:30]1([C:28]2[N:29]=[C:23]([CH:11]3[CH2:10][CH:9]([C:6]4[CH:5]=[CH:4][C:3]([CH2:1][CH3:2])=[CH:8][CH:7]=4)[CH2:14][N:13]([C:15]([N:17]4[CH2:22][CH2:21][O:20][CH2:19][CH2:18]4)=[O:16])[CH2:12]3)[O:25][N:27]=2)[CH2:32][CH2:31]1, predict the reactants needed to synthesize it. The reactants are: [CH2:1]([C:3]1[CH:8]=[CH:7][C:6]([CH:9]2[CH2:14][N:13]([C:15]([N:17]3[CH2:22][CH2:21][O:20][CH2:19][CH2:18]3)=[O:16])[CH2:12][CH:11]([C:23]([OH:25])=O)[CH2:10]2)=[CH:5][CH:4]=1)[CH3:2].O[N:27]=[C:28]([CH:30]1[CH2:32][CH2:31]1)[NH2:29]. (2) Given the product [CH:31]1([C:28]([OH:30])([CH3:29])[CH2:27][NH:26][C:15]([C:5]2[CH:4]=[N:3][C:2]([Br:1])=[C:7]([C:8]3[CH:9]=[CH:10][C:11]([Cl:14])=[CH:12][CH:13]=3)[N:6]=2)=[O:17])[CH2:33][CH2:32]1, predict the reactants needed to synthesize it. The reactants are: [Br:1][C:2]1[N:3]=[CH:4][C:5]([C:15]([OH:17])=O)=[N:6][C:7]=1[C:8]1[CH:13]=[CH:12][C:11]([Cl:14])=[CH:10][CH:9]=1.ClC(N(C)C)=C(C)C.[NH2:26][CH2:27][C:28]([CH:31]1[CH2:33][CH2:32]1)([OH:30])[CH3:29].C(N(C(C)C)C(C)C)C. (3) The reactants are: Br[C:2]1[CH:3]=[C:4]2[C:9](=[CH:10][CH:11]=1)[N:8]=[CH:7][C:6]([C:12]([O:14][CH3:15])=[O:13])=[CH:5]2.[NH2:16][C:17]1[CH:22]=[CH:21][CH:20]=[CH:19][CH:18]=1.C(=O)([O-])[O-].[Cs+].[Cs+].CN(C)C=O. Given the product [C:17]1([NH:16][C:2]2[CH:3]=[C:4]3[C:9](=[CH:10][CH:11]=2)[N:8]=[CH:7][C:6]([C:12]([O:14][CH3:15])=[O:13])=[CH:5]3)[CH:22]=[CH:21][CH:20]=[CH:19][CH:18]=1, predict the reactants needed to synthesize it. (4) Given the product [OH:34][C:31]([CH:28]1[CH2:29][CH2:30][N:25]([CH2:24][C:23]2[CH:35]=[CH:36][C:37]([N+:38]([O-:40])=[O:39])=[C:21]([NH:1][C@H:2]3[CH2:7][CH2:6][C@H:5]([C:8]([OH:10])=[O:9])[CH2:4][CH2:3]3)[CH:22]=2)[CH2:26][CH2:27]1)([CH3:33])[CH3:32], predict the reactants needed to synthesize it. The reactants are: [NH2:1][C@H:2]1[CH2:7][CH2:6][C@H:5]([C:8]([OH:10])=[O:9])[CH2:4][CH2:3]1.CCN(C(C)C)C(C)C.F[C:21]1[CH:22]=[C:23]([CH:35]=[CH:36][C:37]=1[N+:38]([O-:40])=[O:39])[CH2:24][N:25]1[CH2:30][CH2:29][CH:28]([C:31]([OH:34])([CH3:33])[CH3:32])[CH2:27][CH2:26]1. (5) Given the product [C:30]([C:2]1[CH:3]=[CH:4][C:5]([C:8]([N:15]2[C:23]3[C:18](=[C:19]([NH:24][S:25]([CH3:28])(=[O:26])=[O:27])[CH:20]=[CH:21][CH:22]=3)[CH:17]=[N:16]2)([CH:11]([OH:14])[CH2:12][CH3:13])[CH2:9][CH3:10])=[CH:6][CH:7]=1)#[N:32], predict the reactants needed to synthesize it. The reactants are: Br[C:2]1[CH:7]=[CH:6][C:5]([C:8]([N:15]2[C:23]3[C:18](=[C:19]([NH:24][S:25]([CH3:28])(=[O:27])=[O:26])[CH:20]=[CH:21][CH:22]=3)[CH:17]=[N:16]2)([CH:11]([OH:14])[CH2:12][CH3:13])[CH2:9][CH3:10])=[CH:4][CH:3]=1.C[C:30]([N:32](C)C)=O. (6) Given the product [N:57]1([CH2:41][CH2:40][C:35]2[CH:36]=[CH:37][CH:38]=[CH:39][C:34]=2[O:33][CH2:32][CH2:31][O:30][CH:18]2[CH:17]([C:14]3[CH:13]=[CH:12][C:11]([O:10][CH2:9][CH2:8][CH2:7][O:6][CH2:5][C:4]4[CH:53]=[CH:54][CH:55]=[CH:56][C:3]=4[O:2][CH3:1])=[CH:16][CH:15]=3)[CH2:22][CH2:21][N:20]([C:23]([O:25][C:26]([CH3:28])([CH3:27])[CH3:29])=[O:24])[CH2:19]2)[CH:61]=[CH:60][N:59]=[CH:58]1, predict the reactants needed to synthesize it. The reactants are: [CH3:1][O:2][C:3]1[CH:56]=[CH:55][CH:54]=[CH:53][C:4]=1[CH2:5][O:6][CH2:7][CH2:8][CH2:9][O:10][C:11]1[CH:16]=[CH:15][C:14]([CH:17]2[CH2:22][CH2:21][N:20]([C:23]([O:25][C:26]([CH3:29])([CH3:28])[CH3:27])=[O:24])[CH2:19][CH:18]2[O:30][CH2:31][CH2:32][O:33][C:34]2[CH:39]=[CH:38][CH:37]=[CH:36][C:35]=2[CH2:40][CH2:41]OS(C2C=CC(C)=CC=2)(=O)=O)=[CH:13][CH:12]=1.[NH:57]1[CH:61]=[CH:60][N:59]=[CH:58]1. (7) Given the product [N:1]1([CH2:7][CH2:8][NH:9][C:10]([C:12]2[NH:13][CH:14]=[C:15]([C:17]3[CH:22]=[CH:21][CH:20]=[C:19]([C:23](=[O:35])[NH:24][C:25]4[CH:30]=[CH:29][CH:28]=[C:27]([C:31]([F:32])([F:33])[F:34])[CH:26]=4)[CH:18]=3)[CH:16]=2)=[O:11])[CH2:6][CH2:5][O:4][CH2:3][CH2:2]1, predict the reactants needed to synthesize it. The reactants are: [N:1]1([CH2:7][CH2:8][NH:9][C:10]([C:12]2[N:13](S(C3C=CC(C)=CC=3)(=O)=O)[CH:14]=[C:15]([C:17]3[CH:22]=[CH:21][CH:20]=[C:19]([C:23](=[O:35])[NH:24][C:25]4[CH:30]=[CH:29][CH:28]=[C:27]([C:31]([F:34])([F:33])[F:32])[CH:26]=4)[CH:18]=3)[CH:16]=2)=[O:11])[CH2:6][CH2:5][O:4][CH2:3][CH2:2]1.[OH-].[Na+].